Task: Predict the product of the given reaction.. Dataset: Forward reaction prediction with 1.9M reactions from USPTO patents (1976-2016) (1) Given the reactants [CH3:1][O:2][C:3]1[CH:4]=[C:5]([C:11]2[S:15][C:14]3=[N:16][CH:17]=[C:18](I)[N:13]3[N:12]=2)[CH:6]=[CH:7][C:8]=1[O:9][CH3:10].[C:20]([N:27]1[CH2:32][CH2:31][N:30]([C:33]2[N:38]=[CH:37][C:36](B3OC(C)(C)C(C)(C)O3)=[CH:35][N:34]=2)[CH2:29][CH2:28]1)([O:22][C:23]([CH3:26])([CH3:25])[CH3:24])=[O:21].C([O-])([O-])=O.[Na+].[Na+], predict the reaction product. The product is: [C:23]([O:22][C:20]([N:27]1[CH2:32][CH2:31][N:30]([C:33]2[N:34]=[CH:35][C:36]([C:18]3[N:13]4[C:14]([S:15][C:11]([C:5]5[CH:6]=[CH:7][C:8]([O:9][CH3:10])=[C:3]([O:2][CH3:1])[CH:4]=5)=[N:12]4)=[N:16][CH:17]=3)=[CH:37][N:38]=2)[CH2:29][CH2:28]1)=[O:21])([CH3:26])([CH3:24])[CH3:25]. (2) Given the reactants [F:1][C:2]([F:29])([F:28])[C:3]([C:9]1[CH:10]=[C:11]2[C:15](=[CH:16][CH:17]=1)[N:14]([CH:18]([C:21]1[CH:26]=[CH:25][CH:24]=[CH:23][CH:22]=1)[CH2:19][OH:20])[CH:13]([CH3:27])[CH2:12]2)([OH:8])[C:4]([F:7])([F:6])[F:5].O1CCOCC1.C(C1C(=O)C(Cl)=C(Cl)C(=O)C=1C#N)#N.[NH4+].[Cl-], predict the reaction product. The product is: [F:29][C:2]([F:1])([F:28])[C:3]([C:9]1[CH:10]=[C:11]2[C:15](=[CH:16][CH:17]=1)[N:14]([CH:18]([C:21]1[CH:26]=[CH:25][CH:24]=[CH:23][CH:22]=1)[CH2:19][OH:20])[C:13]([CH3:27])=[CH:12]2)([OH:8])[C:4]([F:7])([F:6])[F:5].